This data is from Reaction yield outcomes from USPTO patents with 853,638 reactions. The task is: Predict the reaction yield, written as a fraction of the theoretical maximum amount of product (1.0 means a 100% yield; for example, 0.34 means a 34% yield). (1) The reactants are C(OC[N:9]1[C:13]2[N:14]=[N:15][CH:16]=[C:17]([C:18]3[CH:19]=[N:20][N:21]([CH:23]([CH:27]4[CH2:30][CH2:29][CH2:28]4)[CH2:24][C:25]#[N:26])[CH:22]=3)[C:12]=2[CH:11]=[CH:10]1)(=O)C(C)(C)C.[OH-].[Na+]. The catalyst is CO. The product is [N:14]1[C:13]2[NH:9][CH:10]=[CH:11][C:12]=2[C:17]([C:18]2[CH:19]=[N:20][N:21]([CH:23]([CH:27]3[CH2:30][CH2:29][CH2:28]3)[CH2:24][C:25]#[N:26])[CH:22]=2)=[CH:16][N:15]=1. The yield is 0.242. (2) The reactants are [Cl-].O[NH3+:3].[C:4](=[O:7])([O-])[OH:5].[Na+].CS(C)=O.[N:13]1([CH2:18][CH2:19][O:20][C@H:21]2[CH2:26][CH2:25][C@H:24]([N:27]3[C:32](=[O:33])[C:31]([CH2:34][C:35]4[CH:40]=[CH:39][C:38]([C:41]5[C:42]([C:47]#[N:48])=[CH:43][CH:44]=[CH:45][CH:46]=5)=[CH:37][CH:36]=4)=[C:30]([CH2:49][CH2:50][CH3:51])[N:29]4[N:52]=[CH:53][N:54]=[C:28]34)[CH2:23][CH2:22]2)[CH:17]=[CH:16][N:15]=[CH:14]1. The catalyst is C(OCC)(=O)C. The product is [N:13]1([CH2:18][CH2:19][O:20][C@H:21]2[CH2:26][CH2:25][C@H:24]([N:27]3[C:32](=[O:33])[C:31]([CH2:34][C:35]4[CH:40]=[CH:39][C:38]([C:41]5[CH:46]=[CH:45][CH:44]=[CH:43][C:42]=5[C:47]5[NH:3][C:4](=[O:7])[O:5][N:48]=5)=[CH:37][CH:36]=4)=[C:30]([CH2:49][CH2:50][CH3:51])[N:29]4[N:52]=[CH:53][N:54]=[C:28]34)[CH2:23][CH2:22]2)[CH:17]=[CH:16][N:15]=[CH:14]1. The yield is 0.330. (3) The reactants are Cl.[F:2][C:3]1[C:4]([C:28]2[CH:33]=[CH:32][C:31]([C:34]3[CH:38]=[CH:37][O:36][N:35]=3)=[CH:30][CH:29]=2)=[CH:5][C:6](=[O:27])[N:7]([CH2:9][CH2:10][C@@:11]([CH3:26])([S:22]([CH3:25])(=[O:24])=[O:23])[C:12]([NH:14][O:15]C2CCCCO2)=[O:13])[CH:8]=1. The catalyst is O1CCOCC1. The product is [F:2][C:3]1[C:4]([C:28]2[CH:29]=[CH:30][C:31]([C:34]3[CH:38]=[CH:37][O:36][N:35]=3)=[CH:32][CH:33]=2)=[CH:5][C:6](=[O:27])[N:7]([CH2:9][CH2:10][C@@:11]([CH3:26])([S:22]([CH3:25])(=[O:24])=[O:23])[C:12]([NH:14][OH:15])=[O:13])[CH:8]=1. The yield is 0.569.